The task is: Regression. Given a peptide amino acid sequence and an MHC pseudo amino acid sequence, predict their binding affinity value. This is MHC class I binding data.. This data is from Peptide-MHC class I binding affinity with 185,985 pairs from IEDB/IMGT. (1) The peptide sequence is YLLEMLWRL. The MHC is HLA-A24:02 with pseudo-sequence HLA-A24:02. The binding affinity (normalized) is 0.312. (2) The peptide sequence is RTYIYWHGRDN. The MHC is Mamu-A02 with pseudo-sequence Mamu-A02. The binding affinity (normalized) is 0.319.